This data is from Full USPTO retrosynthesis dataset with 1.9M reactions from patents (1976-2016). The task is: Predict the reactants needed to synthesize the given product. (1) Given the product [CH3:17][C:3]1[CH:4]=[C:5]([C:9]2[CH:10]=[CH:11][C:12](=[O:16])[N:13]([CH3:15])[N:14]=2)[CH:6]=[C:7]([CH3:8])[C:2]=1[C:22]1[CH:21]=[CH:20][C:19]([F:18])=[C:27]2[C:23]=1[CH2:24][CH2:25][C@H:26]2[O:28][C:29]1[CH:42]=[CH:41][C:32]2[C@H:33]([CH2:36][C:37]([O:39][CH3:40])=[O:38])[CH2:34][O:35][C:31]=2[CH:30]=1, predict the reactants needed to synthesize it. The reactants are: I[C:2]1[C:7]([CH3:8])=[CH:6][C:5]([C:9]2[CH:10]=[CH:11][C:12](=[O:16])[N:13]([CH3:15])[N:14]=2)=[CH:4][C:3]=1[CH3:17].[F:18][C:19]1[CH:20]=[CH:21][C:22](B2OC(C)(C)C(C)(C)O2)=[C:23]2[C:27]=1[C@H:26]([O:28][C:29]1[CH:42]=[CH:41][C:32]3[C@H:33]([CH2:36][C:37]([O:39][CH3:40])=[O:38])[CH2:34][O:35][C:31]=3[CH:30]=1)[CH2:25][CH2:24]2.BrC1C=CC(F)=C2C=1CC[C@H]2OC1C=CC2[C@H](CC(OC)=O)COC=2C=1. (2) Given the product [CH2:9]([N:13]1[CH:18]=[CH:17][C:16]([OH:19])=[C:15]([Cl:1])[C:14]1=[O:20])[CH2:10][CH2:11][CH3:12], predict the reactants needed to synthesize it. The reactants are: [Cl:1]N1C(=O)CCC1=O.[CH2:9]([N:13]1[CH:18]=[CH:17][C:16]([OH:19])=[CH:15][C:14]1=[O:20])[CH2:10][CH2:11][CH3:12]. (3) The reactants are: [Cl:1][C:2]1[CH:3]=[C:4]([CH2:8][O:9][C:10]2[CH:11]=[CH:12][C:13]([CH3:32])=[C:14]([C:16]([NH:18][C:19]3[CH:24]=[CH:23][C:22]([CH2:25][C:26]([O:28]CC)=[O:27])=[CH:21][C:20]=3[CH3:31])=[O:17])[CH:15]=2)[CH:5]=[CH:6][CH:7]=1.Cl. Given the product [Cl:1][C:2]1[CH:3]=[C:4]([CH2:8][O:9][C:10]2[CH:11]=[CH:12][C:13]([CH3:32])=[C:14]([C:16]([NH:18][C:19]3[CH:24]=[CH:23][C:22]([CH2:25][C:26]([OH:28])=[O:27])=[CH:21][C:20]=3[CH3:31])=[O:17])[CH:15]=2)[CH:5]=[CH:6][CH:7]=1, predict the reactants needed to synthesize it. (4) The reactants are: [CH3:13][C:12]([O:11][C:9](O[C:9]([O:11][C:12]([CH3:15])([CH3:14])[CH3:13])=[O:10])=[O:10])([CH3:15])[CH3:14].[Cl:16][C:17]1[N:22]=[C:21]([NH2:23])[CH:20]=[CH:19][CH:18]=1.C[Si](C)(C)[N-][Si](C)(C)C.[Na+]. Given the product [Cl:16][C:17]1[N:22]=[C:21]([NH:23][C:9](=[O:10])[O:11][C:12]([CH3:13])([CH3:14])[CH3:15])[CH:20]=[CH:19][CH:18]=1, predict the reactants needed to synthesize it. (5) Given the product [CH2:99]([O:98][P:94]([CH2:93][CH2:92][O:91][CH2:90][CH2:89][O:88][CH2:87][CH2:86][O:85][CH2:84][CH2:83][NH:82][C:13](=[O:14])[C@@H:12]([NH:11][C:9]([O:8][CH2:1][C:2]1[CH:7]=[CH:6][CH:5]=[CH:4][CH:3]=1)=[O:10])[CH2:16][S:17][CH2:18][C@H:19]([O:35][C:36](=[O:48])[NH:37][CH2:38][CH2:39][CH2:40][CH2:41][CH2:42][CH2:43][CH2:44][CH2:45][CH2:46][CH3:47])[CH2:20][O:21][C:22](=[O:34])[NH:23][CH2:24][CH2:25][CH2:26][CH2:27][CH2:28][CH2:29][CH2:30][CH2:31][CH2:32][CH3:33])(=[O:101])[O:95][CH2:96][CH3:97])[CH3:100], predict the reactants needed to synthesize it. The reactants are: [CH2:1]([O:8][C:9]([NH:11][C@@H:12]([CH2:16][S:17][CH2:18][C@H:19]([O:35][C:36](=[O:48])[NH:37][CH2:38][CH2:39][CH2:40][CH2:41][CH2:42][CH2:43][CH2:44][CH2:45][CH2:46][CH3:47])[CH2:20][O:21][C:22](=[O:34])[NH:23][CH2:24][CH2:25][CH2:26][CH2:27][CH2:28][CH2:29][CH2:30][CH2:31][CH2:32][CH3:33])[C:13](O)=[O:14])=[O:10])[C:2]1[CH:7]=[CH:6][CH:5]=[CH:4][CH:3]=1.CN(C(ON1N=NC2C=CC=CC1=2)=[N+](C)C)C.F[P-](F)(F)(F)(F)F.CCN(C(C)C)C(C)C.[NH2:82][CH2:83][CH2:84][O:85][CH2:86][CH2:87][O:88][CH2:89][CH2:90][O:91][CH2:92][CH2:93][P:94](=[O:101])([O:98][CH2:99][CH3:100])[O:95][CH2:96][CH3:97]. (6) The reactants are: [Cl:1][C:2]1[CH:7]=[CH:6][N:5]=[C:4]([C:8]([OH:10])=O)[CH:3]=1.O=S(Cl)Cl.CC[N:17](CC)CC.N. Given the product [Cl:1][C:2]1[CH:7]=[CH:6][N:5]=[C:4]([C:8]([NH2:17])=[O:10])[CH:3]=1, predict the reactants needed to synthesize it. (7) The reactants are: [CH3:1][C:2]1([CH3:15])[NH:7][CH2:6][CH2:5][N:4]([C:8]([O:10][C:11]([CH3:14])([CH3:13])[CH3:12])=[O:9])[CH2:3]1.[C:16]1(=O)[CH2:19][CH2:18][CH2:17]1.C(O[BH-](OC(=O)C)OC(=O)C)(=O)C.[Na+]. Given the product [CH:16]1([N:7]2[CH2:6][CH2:5][N:4]([C:8]([O:10][C:11]([CH3:14])([CH3:13])[CH3:12])=[O:9])[CH2:3][C:2]2([CH3:15])[CH3:1])[CH2:19][CH2:18][CH2:17]1, predict the reactants needed to synthesize it.